This data is from Peptide-MHC class I binding affinity with 185,985 pairs from IEDB/IMGT. The task is: Regression. Given a peptide amino acid sequence and an MHC pseudo amino acid sequence, predict their binding affinity value. This is MHC class I binding data. (1) The peptide sequence is NTDEIPELI. The MHC is HLA-A02:12 with pseudo-sequence HLA-A02:12. The binding affinity (normalized) is 0.0847. (2) The MHC is HLA-A03:01 with pseudo-sequence HLA-A03:01. The peptide sequence is HLDKKQRFH. The binding affinity (normalized) is 0.610.